Predict the reactants needed to synthesize the given product. From a dataset of Full USPTO retrosynthesis dataset with 1.9M reactions from patents (1976-2016). (1) Given the product [CH3:1][C:2]1[C:11]([CH3:12])=[C:10]([OH:13])[C:9]2[C:4](=[CH:5][CH:6]=[C:7]([F:20])[C:8]=2[F:19])[N:3]=1, predict the reactants needed to synthesize it. The reactants are: [CH3:1][C:2]1[C:11]([CH3:12])=[C:10]([O:13]C(C2CC2)=O)[C:9]2[C:4](=[CH:5][CH:6]=[C:7]([F:20])[C:8]=2[F:19])[N:3]=1.[OH-].[Na+].O.Cl. (2) Given the product [CH3:1][N:2]1[C:6]([CH3:7])=[C:5]([CH2:8][N:9]2[CH2:10][CH2:11][N:12]([C:15]3[C:20]([C:21]4[CH:22]=[CH:23][C:24]([CH2:25][NH:26][C:32](=[O:33])[CH2:31][O:30][CH3:29])=[CH:27][CH:28]=4)=[N:19][CH:18]=[CH:17][N:16]=3)[CH2:13][CH2:14]2)[CH:4]=[N:3]1, predict the reactants needed to synthesize it. The reactants are: [CH3:1][N:2]1[C:6]([CH3:7])=[C:5]([CH2:8][N:9]2[CH2:14][CH2:13][N:12]([C:15]3[C:20]([C:21]4[CH:28]=[CH:27][C:24]([CH2:25][NH2:26])=[CH:23][CH:22]=4)=[N:19][CH:18]=[CH:17][N:16]=3)[CH2:11][CH2:10]2)[CH:4]=[N:3]1.[CH3:29][O:30][CH2:31][C:32](Cl)=[O:33].N1CCOCC1. (3) Given the product [Cl:14][C:10]1[C:11]([Cl:13])=[CH:12][C:7]2[O:6][CH2:5][C:4](=[O:3])[NH:15][C:8]=2[CH:9]=1, predict the reactants needed to synthesize it. The reactants are: C([O:3][C:4](=O)[CH2:5][O:6][C:7]1[CH:12]=[C:11]([Cl:13])[C:10]([Cl:14])=[CH:9][C:8]=1[N+:15]([O-])=O)C.O.O.Cl[Sn]Cl.CC#N.O.FC(F)(F)C(O)=O. (4) Given the product [C:10]1(=[O:11])[NH:9][C:7](=[O:8])[C:5]2=[CH:6][CH:1]=[CH:2][CH:3]=[C:4]12, predict the reactants needed to synthesize it. The reactants are: [CH:1]1[CH:6]=[C:5]2[C:7]([N-:9][C:10](=[O:11])[C:4]2=[CH:3][CH:2]=1)=[O:8].[K+].